Dataset: Forward reaction prediction with 1.9M reactions from USPTO patents (1976-2016). Task: Predict the product of the given reaction. (1) Given the reactants Cl.Cl[CH2:3][C:4]1[N:8]2[CH:9]=[CH:10][CH:11]=[CH:12][C:7]2=[N:6][C:5]=1[C:13]1[CH:18]=[CH:17][CH:16]=[CH:15][CH:14]=1.[F:19][C:20]1[CH:25]=[C:24]([F:26])[N:23]=[C:22]([NH2:27])[N:21]=1, predict the reaction product. The product is: [F:19][C:20]1[CH:25]=[C:24]([F:26])[N:23]=[C:22]([NH:27][CH2:3][C:4]2[N:8]3[CH:9]=[CH:10][CH:11]=[CH:12][C:7]3=[N:6][C:5]=2[C:13]2[CH:18]=[CH:17][CH:16]=[CH:15][CH:14]=2)[N:21]=1. (2) Given the reactants [NH2:1][CH2:2][C:3]1[CH:4]=[C:5]([NH:9][C:10](=[O:12])[CH3:11])[CH:6]=[CH:7][CH:8]=1.[NH:13]1[C:21]2[CH:20]=[CH:19][CH:18]=[C:17]([C:22](O)=[O:23])[C:16]=2[CH:15]=[CH:14]1.COC1C=C(C=CC=1)CNC(C1C2C=CNC=2C=CC=1)=O, predict the reaction product. The product is: [C:10]([NH:9][C:5]1[CH:4]=[C:3]([CH:8]=[CH:7][CH:6]=1)[CH2:2][NH:1][C:22]([C:17]1[C:16]2[CH:15]=[CH:14][NH:13][C:21]=2[CH:20]=[CH:19][CH:18]=1)=[O:23])(=[O:12])[CH3:11]. (3) Given the reactants Br[C:2]1[CH:3]=[C:4]2[C:9](=[CH:10][CH:11]=1)[CH:8]=[C:7]([OH:12])[CH:6]=[CH:5]2.CC1(C)C(C)(C)OB([C:21]2[CH:22]=[CH:23][C:24]([C:27]([O:29][CH3:30])=[O:28])=[N:25][CH:26]=2)O1.C(=O)([O-])[O-].[Na+].[Na+], predict the reaction product. The product is: [OH:12][C:7]1[CH:8]=[C:9]2[C:4](=[CH:5][CH:6]=1)[CH:3]=[C:2]([C:21]1[CH:22]=[CH:23][C:24]([C:27]([O:29][CH3:30])=[O:28])=[N:25][CH:26]=1)[CH:11]=[CH:10]2. (4) The product is: [CH2:1]([O:3][C:4](=[O:22])[CH2:5][CH2:6][C:7]1[CH:12]=[CH:11][C:10]([OH:13])=[CH:9][C:8]=1[CH3:21])[CH3:2]. Given the reactants [CH2:1]([O:3][C:4](=[O:22])/[CH:5]=[CH:6]/[C:7]1[CH:12]=[CH:11][C:10]([O:13]CC2C=CC=CC=2)=[CH:9][C:8]=1[CH3:21])[CH3:2], predict the reaction product. (5) Given the reactants [CH3:1][O:2][C:3]1[CH:4]=[CH:5][C:6]2[NH:15][C:14]3[C:13]4[CH:16]=[CH:17][CH:18]=[CH:19][C:12]=4[S:11][CH2:10][CH2:9][C:8]=3[C:7]=2[CH:20]=1.Cl.Cl[CH2:23][C:24]1[CH:38]=[CH:37][C:27]([O:28][CH2:29][CH2:30][NH:31][CH:32]2C[CH2:35][CH2:34][CH2:33]2)=[CH:26][CH:25]=1, predict the reaction product. The product is: [CH3:1][O:2][C:3]1[CH:4]=[CH:5][C:6]2[N:15]([CH2:23][C:24]3[CH:25]=[CH:26][C:27]([O:28][CH2:29][CH2:30][N:31]4[CH2:32][CH2:33][CH2:34][CH2:35]4)=[CH:37][CH:38]=3)[C:14]3[C:13]4[CH:16]=[CH:17][CH:18]=[CH:19][C:12]=4[S:11][CH2:10][CH2:9][C:8]=3[C:7]=2[CH:20]=1. (6) The product is: [NH2:12][C:2]1[N:3]=[N:4][C:5]([CH:8]([CH3:10])[CH3:9])=[CH:6][CH:7]=1. Given the reactants Cl[C:2]1[N:3]=[N:4][C:5]([CH:8]([CH3:10])[CH3:9])=[CH:6][CH:7]=1.O.[NH3:12], predict the reaction product. (7) The product is: [F:24][C:4]([F:3])([F:23])[C:5]([C:11]1[CH:12]=[CH:13][C:14]([N:17]2[CH2:22][CH2:21][N:20]([S:41]([C:36]3[CH:37]=[CH:38][CH:39]=[CH:40][C:35]=3[N+:32]([O-:34])=[O:33])(=[O:42])=[O:43])[CH2:19][CH2:18]2)=[CH:15][CH:16]=1)([OH:10])[C:6]([F:9])([F:8])[F:7]. Given the reactants Cl.Cl.[F:3][C:4]([F:24])([F:23])[C:5]([C:11]1[CH:16]=[CH:15][C:14]([N:17]2[CH2:22][CH2:21][NH:20][CH2:19][CH2:18]2)=[CH:13][CH:12]=1)([OH:10])[C:6]([F:9])([F:8])[F:7].C(N(CC)CC)C.[N+:32]([C:35]1[CH:40]=[CH:39][CH:38]=[CH:37][C:36]=1[S:41](Cl)(=[O:43])=[O:42])([O-:34])=[O:33], predict the reaction product. (8) Given the reactants [C:1]([O:10][CH3:11])(=[O:9])[C:2]1[C:3](=[CH:5][CH:6]=[CH:7][CH:8]=1)[SH:4].F[C:13]1[CH:18]=[CH:17][CH:16]=[CH:15][C:14]=1[N+:19]([O-:21])=[O:20].[CH3:22][O:23][C:24]([C:26]1[CH:31]=[CH:30][CH:29]=[CH:28][C:27]=1[S:32][C:33]1[CH:39]=[CH:38][CH:37]=[CH:36][C:34]=1[NH2:35])=[O:25].[NH2:40][C:41]1[S:42][CH:43]=[CH:44][N:45]=1, predict the reaction product. The product is: [CH3:11][O:10][C:1]([C:2]1[CH:8]=[CH:7][CH:6]=[CH:5][C:3]=1[S:4][C:13]1[CH:18]=[CH:17][CH:16]=[CH:15][C:14]=1[N+:19]([O-:21])=[O:20])=[O:9].[CH3:22][O:23][C:24]([C:26]1[CH:31]=[CH:30][CH:29]=[CH:28][C:27]=1[S:32][C:33]1[CH:39]=[CH:38][CH:37]=[CH:36][C:34]=1[NH:35][C:1]([NH:40][C:41]1[S:42][CH:43]=[CH:44][N:45]=1)=[O:9])=[O:25].